Dataset: Forward reaction prediction with 1.9M reactions from USPTO patents (1976-2016). Task: Predict the product of the given reaction. (1) Given the reactants [C:1]([O:5][C:6]([N:8]1[CH2:12][C@@H:11]([CH:13]=O)[C@H:10]([C:15]([CH3:23])([CH3:22])[O:16][SiH2:17][C:18]([CH3:21])([CH3:20])[CH3:19])[CH2:9]1)=[O:7])([CH3:4])([CH3:3])[CH3:2].[CH2:24]([NH2:28])[CH:25]([CH3:27])[CH3:26].CC#N.O.CC#N, predict the reaction product. The product is: [C:1]([O:5][C:6]([N:8]1[CH2:12][C@@H:11]([CH2:13][NH:28][CH2:24][CH:25]([CH3:27])[CH3:26])[C@H:10]([C:15]([CH3:22])([CH3:23])[O:16][SiH2:17][C:18]([CH3:21])([CH3:20])[CH3:19])[CH2:9]1)=[O:7])([CH3:2])([CH3:3])[CH3:4]. (2) Given the reactants [Si:1]([O:18][CH:19]1[CH2:22][N:21]([C:23]2[O:24][CH:25]=[C:26]([C:28](OC)=[O:29])[N:27]=2)[CH2:20]1)([C:14]([CH3:17])([CH3:16])[CH3:15])([C:8]1[CH:13]=[CH:12][CH:11]=[CH:10][CH:9]=1)[C:2]1[CH:7]=[CH:6][CH:5]=[CH:4][CH:3]=1.[H-].[Al+3].[Li+].[H-].[H-].[H-].O.O.O.O.O.O.O.O.O.O.S([O-])([O-])(=O)=O.[Mg+2].C(OCC)(=O)C, predict the reaction product. The product is: [Si:1]([O:18][CH:19]1[CH2:22][N:21]([C:23]2[O:24][CH:25]=[C:26]([CH2:28][OH:29])[N:27]=2)[CH2:20]1)([C:14]([CH3:17])([CH3:16])[CH3:15])([C:2]1[CH:3]=[CH:4][CH:5]=[CH:6][CH:7]=1)[C:8]1[CH:13]=[CH:12][CH:11]=[CH:10][CH:9]=1. (3) The product is: [C:1]([C:5]1[N:10]=[C:9]([N:11]2[CH2:12][CH2:13][N:14]([CH2:17][CH2:18][CH2:19][CH2:20][NH:21][C:28]([N:47]3[CH2:48][CH2:49][N:44]([S:41]([C:35]4[CH:40]=[CH:39][CH:38]=[CH:37][CH:36]=4)(=[O:43])=[O:42])[CH2:45][CH2:46]3)=[O:29])[CH2:15][CH2:16]2)[CH:8]=[C:7]([CH3:22])[N:6]=1)([CH3:4])([CH3:3])[CH3:2]. Given the reactants [C:1]([C:5]1[N:10]=[C:9]([N:11]2[CH2:16][CH2:15][N:14]([CH2:17][CH2:18][CH2:19][CH2:20][NH2:21])[CH2:13][CH2:12]2)[CH:8]=[C:7]([CH3:22])[N:6]=1)([CH3:4])([CH3:3])[CH3:2].C1N=CN([C:28](N2C=NC=C2)=[O:29])C=1.[C:35]1([S:41]([N:44]2[CH2:49][CH2:48][NH:47][CH2:46][CH2:45]2)(=[O:43])=[O:42])[CH:40]=[CH:39][CH:38]=[CH:37][CH:36]=1.C(Cl)(Cl)Cl.CO, predict the reaction product. (4) Given the reactants [Cl:1][C:2]1[C:3]([O:12][C:13]2[CH:18]=[C:17]([O:19][CH2:20][CH2:21][O:22][CH3:23])[CH:16]=[CH:15][C:14]=2[CH2:24][CH2:25][CH2:26][NH2:27])=[N:4][CH:5]=[C:6]([C:8]([F:11])([F:10])[F:9])[CH:7]=1.N1C=CC=CC=1.[Cl:34][C:35]1[CH:40]=[C:39]([Cl:41])[CH:38]=[CH:37][C:36]=1[S:42](Cl)(=[O:44])=[O:43].[Cl-].[NH4+], predict the reaction product. The product is: [Cl:34][C:35]1[CH:40]=[C:39]([Cl:41])[CH:38]=[CH:37][C:36]=1[S:42]([NH:27][CH2:26][CH2:25][CH2:24][C:14]1[CH:15]=[CH:16][C:17]([O:19][CH2:20][CH2:21][O:22][CH3:23])=[CH:18][C:13]=1[O:12][C:3]1[C:2]([Cl:1])=[CH:7][C:6]([C:8]([F:9])([F:11])[F:10])=[CH:5][N:4]=1)(=[O:44])=[O:43]. (5) Given the reactants [CH3:1][S:2]([OH:5])(=[O:4])=[O:3].[Si]([O:13][CH2:14][CH2:15][N:16]([C:42]#[N:43])[C:17]1[CH:22]=[CH:21][C:20]([NH:23][C:24]([C:26]2[S:30][C:29]([CH3:31])=[N:28][C:27]=2[C:32]([NH:34][C:35]2[CH:40]=[CH:39][C:38]([Cl:41])=[CH:37][N:36]=2)=[O:33])=[O:25])=[CH:19][CH:18]=1)(C(C)(C)C)(C)C, predict the reaction product. The product is: [CH3:1][S:2]([OH:5])(=[O:4])=[O:3].[Cl:41][C:38]1[CH:39]=[CH:40][C:35]([NH:34][C:32]([C:27]2[N:28]=[C:29]([CH3:31])[S:30][C:26]=2[C:24]([NH:23][C:20]2[CH:19]=[CH:18][C:17]([N:16]3[CH2:15][CH2:14][O:13][C:42]3=[NH:43])=[CH:22][CH:21]=2)=[O:25])=[O:33])=[N:36][CH:37]=1. (6) Given the reactants [Cl:1][CH2:2][CH2:3][CH2:4][O:5][C:6]1[C:11]([O:12][CH3:13])=[CH:10][C:9]([C:14](=[O:16])[CH3:15])=[C:8]([N+:17]([O-])=O)[CH:7]=1.Cl, predict the reaction product. The product is: [NH2:17][C:8]1[CH:7]=[C:6]([O:5][CH2:4][CH2:3][CH2:2][Cl:1])[C:11]([O:12][CH3:13])=[CH:10][C:9]=1[C:14](=[O:16])[CH3:15]. (7) Given the reactants [C:1]1([N:7]=[C:8]=[O:9])[CH:6]=[CH:5][CH:4]=[CH:3][CH:2]=1.[NH2:10][CH:11]1[CH2:16][CH2:15][CH2:14][CH:13]([OH:17])[CH2:12]1, predict the reaction product. The product is: [OH:17][CH:13]1[CH2:14][CH2:15][CH2:16][CH:11]([NH:10][C:8]([NH:7][C:1]2[CH:6]=[CH:5][CH:4]=[CH:3][CH:2]=2)=[O:9])[CH2:12]1. (8) Given the reactants [N:1]([C@H:4]1[C@:20]2([CH3:21])[CH:7]([CH:8]3[CH:17]([CH2:18][CH2:19]2)[C@:16]2([CH3:22])[C:11]([CH2:12][C@@H:13]([O:23][Si:24]([C:37]([CH3:40])([CH3:39])[CH3:38])([C:31]4[CH:36]=[CH:35][CH:34]=[CH:33][CH:32]=4)[C:25]4[CH:30]=[CH:29][CH:28]=[CH:27][CH:26]=4)[CH2:14][CH2:15]2)=[CH:10][CH2:9]3)[CH2:6][CH2:5]1)=[N+:2]=[N-:3].[C:41]1([C:47]#[CH:48])[CH:46]=[CH:45][CH:44]=[CH:43][CH:42]=1.O=C1O[C@H]([C@H](CO)O)C([O-])=C1O.[Na+], predict the reaction product. The product is: [Si:24]([O:23][C@@H:13]1[CH2:12][C:11]2[C@@:16]([CH3:22])([CH:17]3[CH:8]([CH2:9][CH:10]=2)[CH:7]2[C@@:20]([CH3:21])([C@H:4]([N:1]4[CH:48]=[C:47]([C:41]5[CH:46]=[CH:45][CH:44]=[CH:43][CH:42]=5)[N:3]=[N:2]4)[CH2:5][CH2:6]2)[CH2:19][CH2:18]3)[CH2:15][CH2:14]1)([C:37]([CH3:40])([CH3:39])[CH3:38])([C:25]1[CH:26]=[CH:27][CH:28]=[CH:29][CH:30]=1)[C:31]1[CH:32]=[CH:33][CH:34]=[CH:35][CH:36]=1. (9) Given the reactants [F:1][C:2]1[CH:22]=[CH:21][C:5]([O:6][C:7]2[CH:8]=[C:9]([CH:13]=[C:14]([O:16][CH2:17][CH:18]([CH3:20])[CH3:19])[CH:15]=2)[C:10]([OH:12])=O)=[CH:4][CH:3]=1.[CH2:23]([O:25][C:26](=[O:35])[CH2:27][S:28][C:29]1[S:33][C:32]([NH2:34])=[N:31][CH:30]=1)[CH3:24], predict the reaction product. The product is: [CH2:23]([O:25][C:26](=[O:35])[CH2:27][S:28][C:29]1[S:33][C:32]([NH:34][C:10](=[O:12])[C:9]2[CH:13]=[C:14]([O:16][CH2:17][CH:18]([CH3:20])[CH3:19])[CH:15]=[C:7]([O:6][C:5]3[CH:4]=[CH:3][C:2]([F:1])=[CH:22][CH:21]=3)[CH:8]=2)=[N:31][CH:30]=1)[CH3:24].